From a dataset of NCI-60 drug combinations with 297,098 pairs across 59 cell lines. Regression. Given two drug SMILES strings and cell line genomic features, predict the synergy score measuring deviation from expected non-interaction effect. Drug 1: CN(CC1=CN=C2C(=N1)C(=NC(=N2)N)N)C3=CC=C(C=C3)C(=O)NC(CCC(=O)O)C(=O)O. Drug 2: C1=NNC2=C1C(=O)NC=N2. Cell line: HS 578T. Synergy scores: CSS=47.8, Synergy_ZIP=4.99, Synergy_Bliss=-1.20, Synergy_Loewe=-67.6, Synergy_HSA=-2.42.